From a dataset of Reaction yield outcomes from USPTO patents with 853,638 reactions. Predict the reaction yield, written as a fraction of the theoretical maximum amount of product (1.0 means a 100% yield; for example, 0.34 means a 34% yield). (1) The reactants are [Br:1][C:2]1[N:3](COC)[CH:4]=[C:5]([N+:7]([O-:9])=[O:8])[N:6]=1.Cl. The catalyst is CO. The product is [Br:1][C:2]1[NH:3][CH:4]=[C:5]([N+:7]([O-:9])=[O:8])[N:6]=1. The yield is 0.660. (2) The yield is 0.760. The product is [NH2:33][C@H:30]1[CH2:31][CH2:32][N:28]([CH2:27][C:24]2[CH:23]=[CH:22][C:21]([C:19]3[S:20][C:13]4[C:14](=[N:15][CH:16]=[CH:17][C:12]=4[O:11][C:10]4[CH:42]=[CH:43][C:7]([NH:6][C:5]([NH:4][CH:1]5[CH2:3][CH2:2]5)=[O:45])=[CH:8][C:9]=4[F:44])[CH:18]=3)=[N:26][CH:25]=2)[C:29]1=[O:41]. The reactants are [CH:1]1([NH:4][C:5](=[O:45])[NH:6][C:7]2[CH:43]=[CH:42][C:10]([O:11][C:12]3[CH:17]=[CH:16][N:15]=[C:14]4[CH:18]=[C:19]([C:21]5[N:26]=[CH:25][C:24]([CH2:27][N:28]6[CH2:32][CH2:31][C@H:30]([NH:33]C(=O)OC(C)(C)C)[C:29]6=[O:41])=[CH:23][CH:22]=5)[S:20][C:13]=34)=[C:9]([F:44])[CH:8]=2)[CH2:3][CH2:2]1.O.C(O)(C(F)(F)F)=O. The catalyst is C(Cl)Cl. (3) The reactants are C1N=CN([C:6](N2C=NC=C2)=[O:7])C=1.[CH3:13][O:14][C:15]([CH:17]1[CH2:22][CH2:21][CH:20]([C:23](=[NH:26])[NH:24][OH:25])[CH2:19][CH2:18]1)=[O:16]. The catalyst is O1CCOCC1. The product is [CH3:13][O:14][C:15]([CH:17]1[CH2:22][CH2:21][CH:20]([C:23]2[NH:26][C:6](=[O:7])[O:25][N:24]=2)[CH2:19][CH2:18]1)=[O:16]. The yield is 0.670. (4) The reactants are [C:1]([O:5][C:6]([NH:8][C@H:9]([C:23]([O:25][CH3:26])=[O:24])[CH2:10][C:11]1[CH:12]=[N:13][C:14]([C:17]#[C:18][CH2:19][CH:20]([OH:22])[CH3:21])=[CH:15][CH:16]=1)=[O:7])([CH3:4])([CH3:3])[CH3:2]. The catalyst is CO.[Pd]. The product is [C:1]([O:5][C:6]([NH:8][C@H:9]([C:23]([O:25][CH3:26])=[O:24])[CH2:10][C:11]1[CH:12]=[N:13][C:14]([CH2:17][CH2:18][CH2:19][CH:20]([OH:22])[CH3:21])=[CH:15][CH:16]=1)=[O:7])([CH3:4])([CH3:2])[CH3:3]. The yield is 0.860. (5) The reactants are [CH3:1][C:2]1[CH:7]=[C:6]([CH3:8])[NH:5][C:4](=[O:9])[C:3]=1[CH2:10][NH:11][C:12]([C:14]1[CH:15]=[C:16]([C:30]2[CH:35]=[CH:34][C:33]([CH:36]=O)=[CH:32][C:31]=2[CH3:38])[CH:17]=[C:18]([N:21]([CH2:28][CH3:29])[CH:22]2[CH2:27][CH2:26][O:25][CH2:24][CH2:23]2)[C:19]=1[CH3:20])=[O:13].[NH:39]1[CH2:44][CH2:43][O:42][CH2:41][CH2:40]1.C(O)(=O)C.C(O[BH-](OC(=O)C)OC(=O)C)(=O)C.[Na+]. The catalyst is ClC(Cl)C.ClCCl. The product is [CH3:1][C:2]1[CH:7]=[C:6]([CH3:8])[NH:5][C:4](=[O:9])[C:3]=1[CH2:10][NH:11][C:12]([C:14]1[CH:15]=[C:16]([C:30]2[CH:35]=[CH:34][C:33]([CH2:36][N:39]3[CH2:44][CH2:43][O:42][CH2:41][CH2:40]3)=[CH:32][C:31]=2[CH3:38])[CH:17]=[C:18]([N:21]([CH2:28][CH3:29])[CH:22]2[CH2:23][CH2:24][O:25][CH2:26][CH2:27]2)[C:19]=1[CH3:20])=[O:13]. The yield is 0.268.